This data is from Full USPTO retrosynthesis dataset with 1.9M reactions from patents (1976-2016). The task is: Predict the reactants needed to synthesize the given product. (1) Given the product [CH2:1]([O:24][C:15]([C:14]1[N:19]=[N:20][N:12]([C:8]2[CH:9]=[CH:10][CH:11]=[C:6]([Cl:5])[CH:7]=2)[N:13]=1)=[O:16])[CH3:2], predict the reactants needed to synthesize it. The reactants are: [C:1](O)(=O)[CH3:2].[Cl:5][C:6]1[CH:7]=[C:8]([NH:12][N:13]=[C:14]([NH2:19])[CH2:15][O:16]CC)[CH:9]=[CH:10][CH:11]=1.[N:20]([O-])=O.[Na+].[OH2:24]. (2) Given the product [Cl:16][C:17]1[CH:18]=[C:19]([C:23]2[O:27][N:26]=[C:25]([CH:28]([OH:31])[CH2:29][CH3:30])[N:24]=2)[CH:20]=[CH:21][CH:22]=1, predict the reactants needed to synthesize it. The reactants are: ClC1C=C(C2ON=C([C@H](O)C)N=2)C=CC=1.[Cl:16][C:17]1[CH:18]=[C:19]([C:23]2[O:27][N:26]=[C:25]([CH:28]([O:31]C3N(C)C(C4C=CN=CC=4)=NN=3)[CH2:29][CH3:30])[N:24]=2)[CH:20]=[CH:21][CH:22]=1. (3) Given the product [CH3:17][C:12]1[C:11]([C:4]2[CH:3]=[C:2]([C:20]3[C:19]([CH3:18])=[CH:28][CH:27]=[C:26]4[C:21]=3[CH:22]=[CH:23][CH:24]=[N:25]4)[C:10]3[N:9]=[CH:8][NH:7][C:6]=3[CH:5]=2)=[C:15]([CH3:16])[O:14][N:13]=1, predict the reactants needed to synthesize it. The reactants are: I[C:2]1[C:10]2[N:9]=[CH:8][NH:7][C:6]=2[CH:5]=[C:4]([C:11]2[C:12]([CH3:17])=[N:13][O:14][C:15]=2[CH3:16])[CH:3]=1.[CH3:18][C:19]1[C:20](B(O)O)=[C:21]2[C:26](=[CH:27][CH:28]=1)[N:25]=[CH:24][CH:23]=[CH:22]2.C([O-])([O-])=O.[Cs+].[Cs+].